From a dataset of Forward reaction prediction with 1.9M reactions from USPTO patents (1976-2016). Predict the product of the given reaction. Given the reactants [O:1]1[C:5]2[CH:6]=[CH:7][C:8]([S:10]([N:13]([CH2:43][CH:44]([CH3:46])[CH3:45])[CH2:14][C@@H:15]([OH:42])[C@@H:16]([NH:30][C:31](=[O:41])[O:32][C@@H:33]3[C@H:40]4[C@H:36]([O:37][CH2:38][CH2:39]4)[O:35][CH2:34]3)[CH2:17][C:18]3[CH:23]=[CH:22][C:21]([O:24][CH2:25][CH2:26][CH2:27][CH2:28][OH:29])=[CH:20][CH:19]=3)(=[O:12])=[O:11])=[CH:9][C:4]=2[O:3][CH2:2]1.[CH3:47][N:48]=[C:49]=[O:50].ClCCl, predict the reaction product. The product is: [O:1]1[C:5]2[CH:6]=[CH:7][C:8]([S:10]([N:13]([CH2:43][CH:44]([CH3:46])[CH3:45])[CH2:14][C@@H:15]([OH:42])[C@@H:16]([NH:30][C:31](=[O:41])[O:32][C@@H:33]3[C@H:40]4[C@H:36]([O:37][CH2:38][CH2:39]4)[O:35][CH2:34]3)[CH2:17][C:18]3[CH:23]=[CH:22][C:21]([O:24][CH2:25][CH2:26][CH2:27][CH2:28][O:29][C:49]([NH:48][CH3:47])=[O:50])=[CH:20][CH:19]=3)(=[O:12])=[O:11])=[CH:9][C:4]=2[O:3][CH2:2]1.